Task: Binary Classification. Given a drug SMILES string, predict its activity (active/inactive) in a high-throughput screening assay against a specified biological target.. Dataset: Tyrosyl-DNA phosphodiesterase HTS with 341,365 compounds (1) The molecule is Fc1ccc(CCNC(=O)N2C3CCC2C(=C(C3)c2c(OCc3ccccc3)cccc2)C(OC)=O)cc1. The result is 0 (inactive). (2) The molecule is S(=O)(=O)(NCC(=O)NC1CC1)c1ccc(cc1)C. The result is 0 (inactive). (3) The drug is O=C(N1CCN(CC1)CC)c1cc2N(Cc3ccccc3)C(=O)c3c(S(=O)c2cc1)cccc3. The result is 0 (inactive). (4) The compound is S(CC(=O)Nc1c(OC)cccc1)c1sc(NC(=O)Nc2ccc(cc2)C)nn1. The result is 0 (inactive). (5) The compound is S(c1nc([nH]c1c1ccc(cc1)C)c1cc(OC)c(OC)cc1)CC(=O)Nc1cc2OCCOc2cc1. The result is 0 (inactive). (6) The compound is S(=O)(=O)(NN1C(Nc2c(C1=O)cccc2)c1c(OC)cc(OC)cc1)c1ccc(cc1)C. The result is 0 (inactive).